From a dataset of Forward reaction prediction with 1.9M reactions from USPTO patents (1976-2016). Predict the product of the given reaction. (1) Given the reactants [NH2:1][C:2]1[CH:7]=[CH:6][C:5]([CH:8]2[CH2:13][C:12](=[O:14])[NH:11][C:10](=[O:15])[CH2:9]2)=[CH:4][CH:3]=1.C1C(=O)N([Br:23])C(=O)C1, predict the reaction product. The product is: [NH2:1][C:2]1[CH:3]=[CH:4][C:5]([CH:8]2[CH2:9][C:10](=[O:15])[NH:11][C:12](=[O:14])[CH2:13]2)=[CH:6][C:7]=1[Br:23]. (2) The product is: [CH:2]([C@H:3]1[N:8]([C:9]([C:22]2[CH:23]=[CH:24][CH:25]=[CH:26][CH:27]=2)([C:16]2[CH:21]=[CH:20][CH:19]=[CH:18][CH:17]=2)[C:10]2[CH:11]=[CH:12][CH:13]=[CH:14][CH:15]=2)[CH2:7][CH2:6][N:5]([C:28]([O:30][CH2:31][C:32]2[CH:37]=[CH:36][CH:35]=[CH:34][CH:33]=2)=[O:29])[CH2:4]1)=[O:1]. Given the reactants [OH:1][CH2:2][C@H:3]1[N:8]([C:9]([C:22]2[CH:27]=[CH:26][CH:25]=[CH:24][CH:23]=2)([C:16]2[CH:21]=[CH:20][CH:19]=[CH:18][CH:17]=2)[C:10]2[CH:15]=[CH:14][CH:13]=[CH:12][CH:11]=2)[CH2:7][CH2:6][N:5]([C:28]([O:30][CH2:31][C:32]2[CH:37]=[CH:36][CH:35]=[CH:34][CH:33]=2)=[O:29])[CH2:4]1.C(N(CC)CC)C, predict the reaction product. (3) The product is: [CH3:25][C:24]1[N:20]=[C:19]([C:16]2[NH:17][C:18]3[C:14]([CH:15]=2)=[CH:13][CH:12]=[CH:11][C:10]=3[NH:9][S:6]([C:2]2[S:1][CH:5]=[CH:4][CH:3]=2)(=[O:7])=[O:8])[S:21][CH:23]=1. Given the reactants [S:1]1[CH:5]=[CH:4][CH:3]=[C:2]1[S:6]([NH:9][C:10]1[CH:11]=[CH:12][CH:13]=[C:14]2[C:18]=1[NH:17][C:16]([C:19](=[S:21])[NH2:20])=[CH:15]2)(=[O:8])=[O:7].Br[CH2:23][C:24](=O)[CH3:25].C(O)C.CN(C)C(=O)C, predict the reaction product.